Dataset: Full USPTO retrosynthesis dataset with 1.9M reactions from patents (1976-2016). Task: Predict the reactants needed to synthesize the given product. Given the product [F:43][C:16]1[CH:15]=[C:14]([NH:11][C:12]2[CH:7]=[CH:2][CH:1]=[CH:8][N:13]=2)[CH:19]=[CH:18][C:17]=1[O:20][C:21]1[C:30]2[C:25](=[CH:26][C:27]([O:33][CH2:34][CH2:35][CH2:36][N:37]3[CH2:38][CH2:39][O:40][CH2:41][CH2:42]3)=[C:28]([O:31][CH3:32])[CH:29]=2)[N:24]=[CH:23][CH:22]=1, predict the reactants needed to synthesize it. The reactants are: [CH2:1]([C:8]1[N:13]=[CH:12][N:11]([C:14]2[CH:19]=[CH:18][C:17]([O:20][C:21]3[C:30]4[C:25](=[CH:26][C:27]([O:33][CH2:34][CH2:35][CH2:36][N:37]5[CH2:42][CH2:41][O:40][CH2:39][CH2:38]5)=[C:28]([O:31][CH3:32])[CH:29]=4)[N:24]=[CH:23][CH:22]=3)=[C:16]([F:43])[CH:15]=2)C(=O)C=1)[C:2]1[CH:7]=CC=CC=1.FC1C=C(NC2C=CC=CN=2)C=CC=1O.O.